From a dataset of NCI-60 drug combinations with 297,098 pairs across 59 cell lines. Regression. Given two drug SMILES strings and cell line genomic features, predict the synergy score measuring deviation from expected non-interaction effect. Drug 2: CC1C(C(CC(O1)OC2CC(CC3=C2C(=C4C(=C3O)C(=O)C5=C(C4=O)C(=CC=C5)OC)O)(C(=O)CO)O)N)O.Cl. Cell line: NCI/ADR-RES. Drug 1: CC1=C(C(=CC=C1)Cl)NC(=O)C2=CN=C(S2)NC3=CC(=NC(=N3)C)N4CCN(CC4)CCO. Synergy scores: CSS=6.48, Synergy_ZIP=-1.82, Synergy_Bliss=2.43, Synergy_Loewe=-0.195, Synergy_HSA=0.464.